From a dataset of Full USPTO retrosynthesis dataset with 1.9M reactions from patents (1976-2016). Predict the reactants needed to synthesize the given product. (1) Given the product [F:1][C:2]1[CH:14]=[C:13]([C:15]2[CH:16]=[N:17][N:18]([C:20]([CH3:26])([CH2:38][OH:34])[C:21]([OH:33])=[O:22])[CH:19]=2)[C:12]2[C:11]3[C:6](=[CH:7][CH:8]=[CH:9][CH:10]=3)[C@:5]([OH:31])([C:27]([F:28])([F:30])[F:29])[C:4]=2[CH:3]=1, predict the reactants needed to synthesize it. The reactants are: [F:1][C:2]1[CH:14]=[C:13]([C:15]2[CH:16]=[N:17][N:18]([CH:20]([CH3:26])[C:21](OCC)=[O:22])[CH:19]=2)[C:12]2[C:11]3[C:6](=[CH:7][CH:8]=[CH:9][CH:10]=3)[C@:5]([OH:31])([C:27]([F:30])([F:29])[F:28])[C:4]=2[CH:3]=1.C=[O:33].[O:34]1[CH2:38]CCC1.[F-].C([N+](CCCC)(CCCC)CCCC)CCC. (2) Given the product [CH3:33][C:22]1[CH:21]=[C:18]([C:19]2[NH:6][C:4](=[O:5])[C:3]3[C:2](=[CH:10][C:9]([O:11][CH3:12])=[CH:8][C:7]=3[O:13][CH3:14])[N:1]=2)[CH:17]=[C:16]([CH3:15])[C:23]=1[O:24][CH2:25][CH2:26][N:27]1[CH2:32][CH2:31][O:30][CH2:29][CH2:28]1, predict the reactants needed to synthesize it. The reactants are: [NH2:1][C:2]1[CH:10]=[C:9]([O:11][CH3:12])[CH:8]=[C:7]([O:13][CH3:14])[C:3]=1[C:4]([NH2:6])=[O:5].[CH3:15][C:16]1[CH:17]=[C:18]([CH:21]=[C:22]([CH3:33])[C:23]=1[O:24][CH2:25][CH2:26][N:27]1[CH2:32][CH2:31][O:30][CH2:29][CH2:28]1)[CH:19]=O.II.C(=O)([O-])[O-].[K+].[K+]. (3) The reactants are: [C:1]1([CH3:7])[CH:6]=[CH:5][CH:4]=[CH:3][CH:2]=1.C([C@@H](N=C=O)C1C=CC(O[C:19]([F:22])([F:21])[F:20])=CC=1)C=C.CCN([CH:32]([CH3:34])[CH3:33])C(C)C.C(O)(=O)CC(CC(O)=O)(C(O)=O)O.C(OC(C1C=CC([O:62][C@H:63]2C(CC)(CC)C(=O)[NH:64]2)=CC=1)=O)C1C=CC=CC=1. Given the product [CH2:34]([C@@H:7]([N:64]=[C:63]=[O:62])[C:1]1[CH:6]=[CH:5][C:4]([C:19]([F:22])([F:21])[F:20])=[CH:3][CH:2]=1)[CH:32]=[CH2:33], predict the reactants needed to synthesize it. (4) Given the product [Cl:13][C:14]1[CH:19]=[CH:18][C:17]([N:6]2[C:2](=[O:1])[CH2:3][CH2:4][C@H:5]2[C:7]([OH:9])=[O:8])=[CH:16][CH:15]=1, predict the reactants needed to synthesize it. The reactants are: [O:1]=[C:2]1[NH:6][C@H:5]([C:7]([OH:9])=[O:8])[CH2:4][CH2:3]1.C(#N)C.[Cl:13][C:14]1[CH:19]=[CH:18][C:17](B(O)O)=[CH:16][CH:15]=1. (5) Given the product [CH3:31][N:2]([CH3:1])[C:6]1[C:7]([C:19]2[CH:24]=[CH:23][CH:22]=[C:21]([C:25]([F:28])([F:27])[F:26])[CH:20]=2)=[CH:8][C:9]([C:12]2[N:16]=[N:15][NH:14][C:13]=2[C:17]#[N:18])=[CH:10][CH:11]=1, predict the reactants needed to synthesize it. The reactants are: [C:1]([BH3-])#[N:2].[Na+].N[C:6]1[CH:11]=[CH:10][C:9]([C:12]2[N:16]=[N:15][NH:14][C:13]=2[C:17]#[N:18])=[CH:8][C:7]=1[C:19]1[CH:24]=[CH:23][CH:22]=[C:21]([C:25]([F:28])([F:27])[F:26])[CH:20]=1.C=O.[CH3:31]C(O)=O. (6) Given the product [N+:24]([C:27]1[CH:28]=[C:29]([S:33]([O:14][CH2:13][C@@H:11]2[O:10][C:9](=[O:15])[N:8]([C:5]3[CH:6]=[CH:7][C:2]([Br:1])=[C:3]([F:16])[CH:4]=3)[CH2:12]2)(=[O:35])=[O:34])[CH:30]=[CH:31][CH:32]=1)([O-:26])=[O:25], predict the reactants needed to synthesize it. The reactants are: [Br:1][C:2]1[CH:7]=[CH:6][C:5]([N:8]2[CH2:12][C@H:11]([CH2:13][OH:14])[O:10][C:9]2=[O:15])=[CH:4][C:3]=1[F:16].C(N(CC)CC)C.[N+:24]([C:27]1[CH:28]=[C:29]([S:33](Cl)(=[O:35])=[O:34])[CH:30]=[CH:31][CH:32]=1)([O-:26])=[O:25].Cl. (7) Given the product [CH2:1]([O:23][C:17]1[C:18]([C:19]([O:21][CH3:22])=[O:20])=[C:13]([C:11]([O:10][CH3:9])=[O:12])[C:14]([CH2:25][CH2:26][C:27]2[CH:28]=[CH:29][C:30]([O:35][CH3:34])=[CH:31][CH:32]=2)=[N:15][C:16]=1[CH3:24])[C:2]1[CH:7]=[CH:6][CH:5]=[CH:4][CH:3]=1, predict the reactants needed to synthesize it. The reactants are: [CH2:1](Br)[C:2]1[CH:7]=[CH:6][CH:5]=[CH:4][CH:3]=1.[CH3:9][O:10][C:11]([C:13]1[C:14]([CH:25]=[CH:26][C:27]2[CH:32]=[CH:31][CH:30]=[CH:29][CH:28]=2)=[N:15][C:16]([CH3:24])=[C:17]([OH:23])[C:18]=1[C:19]([O:21][CH3:22])=[O:20])=[O:12].C[C:34](C)=[O:35]. (8) The reactants are: [NH2:1][C@@H:2]([CH2:22][C:23]1[CH:28]=[CH:27][CH:26]=[CH:25][CH:24]=1)[CH2:3][NH:4][C:5]1[N:10]([CH3:11])[C:9](=[O:12])[C:8]([N+:13]([O-])=O)=[C:7]([C:16]2[CH:21]=[CH:20][N:19]=[CH:18][CH:17]=2)[N:6]=1.[H][H]. Given the product [NH2:1][C@@H:2]([CH2:22][C:23]1[CH:28]=[CH:27][CH:26]=[CH:25][CH:24]=1)[CH2:3][NH:4][C:5]1[N:10]([CH3:11])[C:9](=[O:12])[C:8]([NH2:13])=[C:7]([C:16]2[CH:17]=[CH:18][N:19]=[CH:20][CH:21]=2)[N:6]=1, predict the reactants needed to synthesize it. (9) Given the product [Br:1][C:2]1[CH:7]=[CH:6][N:5]=[C:4]2[N:8]([CH:23]3[CH2:24][N:25]([C:27]([O:29][C:30]([CH3:33])([CH3:32])[CH3:31])=[O:28])[CH2:26]3)[CH:9]=[C:10]([I:11])[C:3]=12, predict the reactants needed to synthesize it. The reactants are: [Br:1][C:2]1[CH:7]=[CH:6][N:5]=[C:4]2[NH:8][CH:9]=[C:10]([I:11])[C:3]=12.S(O[CH:23]1[CH2:26][N:25]([C:27]([O:29][C:30]([CH3:33])([CH3:32])[CH3:31])=[O:28])[CH2:24]1)(C1C=CC(C)=CC=1)(=O)=O.C(=O)([O-])[O-].[Cs+].[Cs+]. (10) Given the product [Cl:24][C:22]1[CH:21]=[CH:20][C:19]([S:25]([CH2:28][CH3:29])(=[O:27])=[O:26])=[C:18]([CH:23]=1)[CH2:17][NH:16][C:14](=[O:15])[C:13]1[CH:30]=[CH:31][C:10]([CH2:9][N:5]2[CH2:6][CH2:7][CH2:8][C@H:3]([CH2:2][NH:1][S:25]([CH3:19])(=[O:27])=[O:26])[CH2:4]2)=[C:11]([C:32]([F:34])([F:33])[F:35])[CH:12]=1, predict the reactants needed to synthesize it. The reactants are: [NH2:1][CH2:2][C@H:3]1[CH2:8][CH2:7][CH2:6][N:5]([CH2:9][C:10]2[CH:31]=[CH:30][C:13]([C:14]([NH:16][CH2:17][C:18]3[CH:23]=[C:22]([Cl:24])[CH:21]=[CH:20][C:19]=3[S:25]([CH2:28][CH3:29])(=[O:27])=[O:26])=[O:15])=[CH:12][C:11]=2[C:32]([F:35])([F:34])[F:33])[CH2:4]1.